Dataset: Catalyst prediction with 721,799 reactions and 888 catalyst types from USPTO. Task: Predict which catalyst facilitates the given reaction. Reactant: [CH2:1]([C:3]1([N+:15]([O-])=O)[CH:5]([C:6]2[CH:11]=[CH:10][C:9]([N+:12]([O-:14])=[O:13])=[CH:8][CH:7]=2)O1)[CH3:2].[NH2:18][C:19](=[NH:24])[NH:20][C:21](N)=[S:22]. Product: [CH2:1]([C:3]1[N:15]=[C:21]([NH:20][C:19]([NH2:24])=[NH:18])[S:22][C:5]=1[C:6]1[CH:11]=[CH:10][C:9]([N+:12]([O-:14])=[O:13])=[CH:8][CH:7]=1)[CH3:2]. The catalyst class is: 8.